Dataset: Full USPTO retrosynthesis dataset with 1.9M reactions from patents (1976-2016). Task: Predict the reactants needed to synthesize the given product. (1) The reactants are: [CH:1]1[C:6]([C:7]2[C:16](=[O:17])[C:15]3[CH:14]=[CH:13][C:12]([O:18][C@@H]4O[C@H](CO)[C@@H](O)[C@H](O)[C@H]4O)=[CH:11][C:10]=3[O:9][CH:8]=2)=[CH:5][CH:4]=[C:3]([OH:30])[CH:2]=1.C([OH:33])C. Given the product [OH:33][C:2]1[CH:1]=[C:6]([CH:5]=[CH:4][C:3]=1[OH:30])[C:7]1[C:16](=[O:17])[C:15]2[C:10](=[CH:11][C:12]([OH:18])=[CH:13][CH:14]=2)[O:9][CH:8]=1, predict the reactants needed to synthesize it. (2) Given the product [ClH:12].[ClH:12].[CH:1]1([NH:4][CH2:5][C@H:6]2[C@@H:10]([F:11])[CH2:9][NH:8][CH2:7]2)[CH2:3][CH2:2]1, predict the reactants needed to synthesize it. The reactants are: [CH:1]1([NH:4][CH2:5][C@H:6]2[C@@H:10]([F:11])[CH2:9][NH:8][CH2:7]2)[CH2:3][CH2:2]1.[ClH:12].CO.C(OCC)(=O)C. (3) Given the product [N+:14]([C:11]1[CH:10]=[C:8]2[C:7]([C:5]([CH3:6])=[N:17][NH:9]2)=[CH:13][CH:12]=1)([O-:16])=[O:15], predict the reactants needed to synthesize it. The reactants are: C(O)(=O)C.[CH2:5]([C:7]1[CH:13]=[CH:12][C:11]([N+:14]([O-:16])=[O:15])=[CH:10][C:8]=1[NH2:9])[CH3:6].[N:17](OC(C)(C)C)=O.